This data is from Forward reaction prediction with 1.9M reactions from USPTO patents (1976-2016). The task is: Predict the product of the given reaction. (1) Given the reactants [C:1]([O:4][C@@H:5]1[CH2:29][CH2:28][C@@:27]2([CH3:30])[C@H:7]([CH2:8][CH2:9][C@@H:10]3[C:26]2=[CH:25][CH2:24][C@@:23]2([CH3:31])[C@H:11]3[CH2:12][CH:13]=[C:14]2[C@H:15]([CH3:22])/[CH:16]=[CH:17]/[C:18]([O:20][CH3:21])=[O:19])[CH2:6]1)(=[O:3])[CH3:2], predict the reaction product. The product is: [C:1]([O:4][C@@H:5]1[CH2:29][CH2:28][C@@:27]2([CH3:30])[C@H:7]([CH2:8][CH2:9][C@@H:10]3[C:26]2=[CH:25][CH2:24][C@@:23]2([CH3:31])[C@H:11]3[CH2:12][CH2:13][C@@H:14]2[C@H:15]([CH3:22])[CH2:16][CH2:17][C:18]([O:20][CH3:21])=[O:19])[CH2:6]1)(=[O:3])[CH3:2]. (2) The product is: [CH3:23][N:24]([CH3:25])[C:14]([C:6]1[C:5]2[C:9](=[CH:10][C:2]([Br:1])=[CH:3][CH:4]=2)[N:8]([CH2:11][C:12]#[N:13])[CH:7]=1)=[O:16]. Given the reactants [Br:1][C:2]1[CH:10]=[C:9]2[C:5]([C:6]([C:14]([OH:16])=O)=[CH:7][N:8]2[CH2:11][C:12]#[N:13])=[CH:4][CH:3]=1.C(Cl)(=O)C(Cl)=O.[CH3:23][NH:24][CH3:25].O, predict the reaction product. (3) Given the reactants Cl.[F:2][C:3]1[CH:4]=[CH:5][C:6]2=[C:7]([CH:40]=1)[O:8][CH2:9][C:10]1[C:38]([F:39])=[CH:37][CH:36]=[CH:35][C:11]=1/[C:12]/2=[CH:13]\[C:14]1[CH:34]=[CH:33][C:17]2[N:18]([C@H:24]([CH3:32])[CH2:25][N:26]3[CH2:31][CH2:30][O:29][CH2:28][CH2:27]3)/[C:19](=[N:21]/[C:22]#[N:23])/[NH:20][C:16]=2[CH:15]=1.[O:41]1CCOCC1, predict the reaction product. The product is: [F:2][C:3]1[CH:4]=[CH:5][C:6]2=[C:7]([CH:40]=1)[O:8][CH2:9][C:10]1[C:38]([F:39])=[CH:37][CH:36]=[CH:35][C:11]=1/[C:12]/2=[CH:13]\[C:14]1[CH:34]=[CH:33][C:17]2[N:18]([C@H:24]([CH3:32])[CH2:25][N:26]3[CH2:31][CH2:30][O:29][CH2:28][CH2:27]3)/[C:19](=[N:21]/[C:22]([NH2:23])=[O:41])/[NH:20][C:16]=2[CH:15]=1. (4) Given the reactants [CH2:1]([O:3][C:4]1[C:5]([O:19][CH2:20][C:21]2[CH:26]=[CH:25][C:24]([O:27][CH3:28])=[CH:23][CH:22]=2)=[N:6][CH:7]=[C:8](B2OC(C)(C)C(C)(C)O2)[CH:9]=1)[CH3:2].Br[C:30]1[CH:35]=[CH:34][C:33]([CH2:36][C:37]([NH:39][C:40]2[CH:41]=[N:42][C:43]([O:50][CH2:51][CH3:52])=[C:44]([C:46]([F:49])([F:48])[F:47])[CH:45]=2)=[O:38])=[C:32]([F:53])[CH:31]=1.C(=O)([O-])[O-].[Cs+].[Cs+], predict the reaction product. The product is: [CH2:51]([O:50][C:43]1[N:42]=[CH:41][C:40]([NH:39][C:37](=[O:38])[CH2:36][C:33]2[CH:34]=[CH:35][C:30]([C:8]3[CH:7]=[N:6][C:5]([O:19][CH2:20][C:21]4[CH:22]=[CH:23][C:24]([O:27][CH3:28])=[CH:25][CH:26]=4)=[C:4]([O:3][CH2:1][CH3:2])[CH:9]=3)=[CH:31][C:32]=2[F:53])=[CH:45][C:44]=1[C:46]([F:47])([F:49])[F:48])[CH3:52]. (5) The product is: [CH:45]1([CH2:44][NH:40][C:24]([C:20]2[CH:19]=[C:18]3[C:23]([C:15]([C:13]([C:12]4[C:8]([C:5]5[CH:4]=[CH:3][C:2]([F:1])=[CH:7][CH:6]=5)=[N:9][O:10][C:11]=4[CH3:27])=[O:14])=[CH:16][NH:17]3)=[CH:22][CH:21]=2)=[O:25])[CH2:47][CH2:46]1. Given the reactants [F:1][C:2]1[CH:7]=[CH:6][C:5]([C:8]2[C:12]([C:13]([C:15]3[C:23]4[C:18](=[CH:19][C:20]([C:24](O)=[O:25])=[CH:21][CH:22]=4)[NH:17][CH:16]=3)=[O:14])=[C:11]([CH3:27])[O:10][N:9]=2)=[CH:4][CH:3]=1.CN(C)CCCN=C=NCC.O[N:40]1[C:44]2[CH:45]=[CH:46][CH:47]=CC=2N=N1.CCN(CC)CC.C1(N)CC1, predict the reaction product. (6) Given the reactants [Cl:1][C:2]1[CH:7]=[CH:6][C:5]([S:8]([CH2:11][C:12]2[CH:17]=[C:16]([F:18])[CH:15]=[CH:14][C:13]=2[F:19])(=[O:10])=[O:9])=[CH:4][CH:3]=1.[CH3:20][S:21][CH2:22][CH2:23][CH2:24][CH2:25]O.C(C=P(CCCC)(CCCC)CCCC)#N.CCCCCC, predict the reaction product. The product is: [Cl:1][C:2]1[CH:7]=[CH:6][C:5]([S:8]([CH:11]([C:12]2[CH:17]=[C:16]([F:18])[CH:15]=[CH:14][C:13]=2[F:19])[CH2:25][CH2:24][CH2:23][CH2:22][S:21][CH3:20])(=[O:10])=[O:9])=[CH:4][CH:3]=1. (7) Given the reactants [Cl:1][C:2]1[CH:7]=[CH:6][C:5]([C:8]2[S:12][C:11]([C:13]([O:15]C)=O)=[C:10](/[N:17]=[CH:18]/[N:19]([CH3:21])C)[CH:9]=2)=[CH:4][CH:3]=1.NC[C:24]1[CH:25]=[C:26]([N:30]2[CH2:34][CH2:33][C@@H:32]([OH:35])[CH2:31]2)[CH:27]=[CH:28][CH:29]=1, predict the reaction product. The product is: [Cl:1][C:2]1[CH:3]=[CH:4][C:5]([C:8]2[S:12][C:11]3[C:13](=[O:15])[N:19]([CH2:21][C:28]4[CH:29]=[CH:24][CH:25]=[C:26]([N:30]5[CH2:34][CH2:33][C@@H:32]([OH:35])[CH2:31]5)[CH:27]=4)[CH:18]=[N:17][C:10]=3[CH:9]=2)=[CH:6][CH:7]=1.